This data is from Peptide-MHC class I binding affinity with 185,985 pairs from IEDB/IMGT. The task is: Regression. Given a peptide amino acid sequence and an MHC pseudo amino acid sequence, predict their binding affinity value. This is MHC class I binding data. The peptide sequence is MVIKWIHER. The MHC is HLA-A01:01 with pseudo-sequence HLA-A01:01. The binding affinity (normalized) is 0.0999.